Task: Regression. Given two drug SMILES strings and cell line genomic features, predict the synergy score measuring deviation from expected non-interaction effect.. Dataset: NCI-60 drug combinations with 297,098 pairs across 59 cell lines (1) Drug 1: CC1=C(C(=CC=C1)Cl)NC(=O)C2=CN=C(S2)NC3=CC(=NC(=N3)C)N4CCN(CC4)CCO. Drug 2: CN(C(=O)NC(C=O)C(C(C(CO)O)O)O)N=O. Cell line: COLO 205. Synergy scores: CSS=-2.76, Synergy_ZIP=4.43, Synergy_Bliss=4.94, Synergy_Loewe=4.02, Synergy_HSA=-1.47. (2) Drug 1: CC1=C(C=C(C=C1)NC2=NC=CC(=N2)N(C)C3=CC4=NN(C(=C4C=C3)C)C)S(=O)(=O)N.Cl. Drug 2: C1=NC(=NC(=O)N1C2C(C(C(O2)CO)O)O)N. Cell line: OVCAR-5. Synergy scores: CSS=6.23, Synergy_ZIP=1.67, Synergy_Bliss=5.69, Synergy_Loewe=-0.0204, Synergy_HSA=3.60. (3) Drug 1: C1=CC(=CC=C1CCCC(=O)O)N(CCCl)CCCl. Drug 2: CC1CCCC2(C(O2)CC(NC(=O)CC(C(C(=O)C(C1O)C)(C)C)O)C(=CC3=CSC(=N3)C)C)C. Cell line: HL-60(TB). Synergy scores: CSS=58.8, Synergy_ZIP=-2.94, Synergy_Bliss=-7.88, Synergy_Loewe=-9.62, Synergy_HSA=-9.61. (4) Drug 1: CS(=O)(=O)CCNCC1=CC=C(O1)C2=CC3=C(C=C2)N=CN=C3NC4=CC(=C(C=C4)OCC5=CC(=CC=C5)F)Cl. Drug 2: N.N.Cl[Pt+2]Cl. Cell line: SN12C. Synergy scores: CSS=39.1, Synergy_ZIP=-9.96, Synergy_Bliss=-2.33, Synergy_Loewe=-3.96, Synergy_HSA=-1.60. (5) Drug 1: CC1=C2C(C(=O)C3(C(CC4C(C3C(C(C2(C)C)(CC1OC(=O)C(C(C5=CC=CC=C5)NC(=O)OC(C)(C)C)O)O)OC(=O)C6=CC=CC=C6)(CO4)OC(=O)C)O)C)O. Cell line: CAKI-1. Synergy scores: CSS=-1.31, Synergy_ZIP=1.36, Synergy_Bliss=1.56, Synergy_Loewe=-2.89, Synergy_HSA=-2.64. Drug 2: C1C(C(OC1N2C=NC3=C2NC=NCC3O)CO)O.